Task: Regression/Classification. Given a drug SMILES string, predict its absorption, distribution, metabolism, or excretion properties. Task type varies by dataset: regression for continuous measurements (e.g., permeability, clearance, half-life) or binary classification for categorical outcomes (e.g., BBB penetration, CYP inhibition). For this dataset (solubility_aqsoldb), we predict Y.. Dataset: Aqueous solubility values for 9,982 compounds from the AqSolDB database (1) The Y is -2.56 log mol/L. The drug is CC1=C(C(=O)Nc2ccccc2)CCCO1. (2) The compound is Cc1ccc(S(=O)(=O)Oc2ccc(Nc3cc(S(=O)(=O)[O-])c(N)c4c3C(=O)c3ccccc3C4=O)cc2)cc1.[Na+]. The Y is -2.62 log mol/L. (3) The compound is CON(C)C(=O)Nc1ccc(Cl)cc1. The Y is -2.47 log mol/L. (4) The molecule is CC(=O)O[C@]1(C(C)=O)CC[C@H]2[C@@H]3CCC4=CC(=O)CC[C@@H]4[C@H]3CC[C@@]21C. The Y is -5.00 log mol/L.